Dataset: Full USPTO retrosynthesis dataset with 1.9M reactions from patents (1976-2016). Task: Predict the reactants needed to synthesize the given product. (1) Given the product [OH:8][C:9]1[CH:10]=[CH:11][C:12]([CH2:15][CH2:16][CH2:17][C:18]([O:20][CH3:21])=[O:19])=[CH:13][CH:14]=1, predict the reactants needed to synthesize it. The reactants are: C([O:8][C:9]1[CH:14]=[CH:13][C:12]([CH2:15]/[CH:16]=[CH:17]/[C:18]([O:20][CH3:21])=[O:19])=[CH:11][CH:10]=1)C1C=CC=CC=1. (2) Given the product [C:21]([O:20][C:16](=[O:19])[CH:17]=[CH:18][C:2]1[CH:9]=[CH:8][C:5]([CH:6]=[O:7])=[C:4]([F:10])[CH:3]=1)([CH3:24])([CH3:23])[CH3:22], predict the reactants needed to synthesize it. The reactants are: Br[C:2]1[CH:9]=[CH:8][C:5]([CH:6]=[O:7])=[C:4]([F:10])[CH:3]=1.C([O-])(O)=O.[Na+].[C:16]([O:20][C:21]([CH3:24])([CH3:23])[CH3:22])(=[O:19])[CH:17]=[CH2:18].